Dataset: Catalyst prediction with 721,799 reactions and 888 catalyst types from USPTO. Task: Predict which catalyst facilitates the given reaction. (1) Reactant: [CH3:1][C@@H:2]([O:6][C:7]1[N:15]=[C:14]2[C:10]([N:11]=[CH:12][N:13]2[CH:16]2[CH2:21][CH2:20][CH2:19][CH2:18][O:17]2)=[C:9]([NH2:22])[N:8]=1)[CH2:3][CH2:4][CH3:5].[Br:23]N1C(=O)CCC1=O. Product: [Br:23][C:12]1[N:13]([CH:16]2[CH2:21][CH2:20][CH2:19][CH2:18][O:17]2)[C:14]2[C:10]([N:11]=1)=[C:9]([NH2:22])[N:8]=[C:7]([O:6][C@H:2]([CH3:1])[CH2:3][CH2:4][CH3:5])[N:15]=2. The catalyst class is: 452. (2) The catalyst class is: 20. Reactant: Br[C:2]1[CH:7]=[CH:6][C:5]([CH:8]([CH3:10])[CH3:9])=[CH:4][CH:3]=1.C([Li])CCC.CCCCCC.[OH:22][C:23]1[CH:30]=[C:29]([CH3:31])[CH:28]=[C:27]([CH3:32])[C:24]=1[CH:25]=[O:26]. Product: [OH:26][CH:25]([C:2]1[CH:7]=[CH:6][C:5]([CH:8]([CH3:10])[CH3:9])=[CH:4][CH:3]=1)[C:24]1[C:27]([CH3:32])=[CH:28][C:29]([CH3:31])=[CH:30][C:23]=1[OH:22]. (3) Reactant: C(OC([N:8]1[CH2:13][CH2:12][CH2:11][C@H:10]([NH:14][CH2:15][C:16]2[CH:17]=[C:18]3[C:22](=[CH:23][C:24]=2[O:25][CH3:26])[CH2:21][O:20][CH:19]3[C:27]([F:30])([F:29])[F:28])[C@@H:9]1[C:31]1[CH:36]=[CH:35][CH:34]=[CH:33][CH:32]=1)=O)(C)(C)C.[ClH:37]. Product: [ClH:37].[ClH:37].[CH3:26][O:25][C:24]1[CH:23]=[C:22]2[C:18]([CH:19]([C:27]([F:28])([F:29])[F:30])[O:20][CH2:21]2)=[CH:17][C:16]=1[CH2:15][NH:14][C@H:10]1[CH2:11][CH2:12][CH2:13][NH:8][C@H:9]1[C:31]1[CH:36]=[CH:35][CH:34]=[CH:33][CH:32]=1. The catalyst class is: 13. (4) Reactant: [NH2:1][CH:2]([C:34]1[CH:39]=[C:38]([C:40]([F:43])([F:42])[F:41])[CH:37]=[C:36]([C:44]([F:47])([F:46])[F:45])[CH:35]=1)[CH2:3][N:4]([CH2:12][C:13]1[CH:18]=[C:17]([C:19]([F:22])([F:21])[F:20])[CH:16]=[CH:15][C:14]=1[C:23]1[CH:28]=[C:27]([CH:29]([CH3:31])[CH3:30])[CH:26]=[CH:25][C:24]=1[O:32][CH3:33])C(=O)OC(C)(C)C.FC(F)(F)C1C=C(C(NC(=O)OC(C)(C)C)CNCC2C=C(C(F)(F)F)C=CC=2C2C=C(C(C)C)C=CC=2OC)C=C(C(F)(F)F)C=1.C(O)(C(F)(F)F)=O.[OH-].[Na+]. Product: [F:41][C:40]([F:42])([F:43])[C:38]1[CH:39]=[C:34]([CH:2]([NH2:1])[CH2:3][NH:4][CH2:12][C:13]2[CH:18]=[C:17]([C:19]([F:20])([F:21])[F:22])[CH:16]=[CH:15][C:14]=2[C:23]2[CH:28]=[C:27]([CH:29]([CH3:31])[CH3:30])[CH:26]=[CH:25][C:24]=2[O:32][CH3:33])[CH:35]=[C:36]([C:44]([F:45])([F:47])[F:46])[CH:37]=1. The catalyst class is: 2. (5) Reactant: [Cl:1][C:2]1[C:9]([Cl:10])=[CH:8][C:7]([Cl:11])=[CH:6][C:3]=1[CH:4]=O.Cl.[NH2:13][OH:14]. Product: [Cl:1][C:2]1[C:9]([Cl:10])=[CH:8][C:7]([Cl:11])=[CH:6][C:3]=1[CH:4]=[N:13][OH:14]. The catalyst class is: 8. (6) Reactant: [Si:1]([O:18][C@H:19]1[C:24](=[CH2:25])[C@H:23]([O:26][Si:27]([C:40]([CH3:43])([CH3:42])[CH3:41])([C:34]2[CH:39]=[CH:38][CH:37]=[CH:36][CH:35]=2)[C:28]2[CH:33]=[CH:32][CH:31]=[CH:30][CH:29]=2)[CH2:22][CH:21]([O:44][Si](C(C)(C)C)(C)C)[CH2:20]1)([C:14]([CH3:17])([CH3:16])[CH3:15])([C:8]1[CH:13]=[CH:12][CH:11]=[CH:10][CH:9]=1)[C:2]1[CH:7]=[CH:6][CH:5]=[CH:4][CH:3]=1.Cl.C([O-])(O)=O.[Na+]. Product: [Si:1]([O:18][C@H:19]1[C:24](=[CH2:25])[C@H:23]([O:26][Si:27]([C:40]([CH3:43])([CH3:42])[CH3:41])([C:28]2[CH:33]=[CH:32][CH:31]=[CH:30][CH:29]=2)[C:34]2[CH:35]=[CH:36][CH:37]=[CH:38][CH:39]=2)[CH2:22][CH:21]([OH:44])[CH2:20]1)([C:14]([CH3:16])([CH3:17])[CH3:15])([C:8]1[CH:9]=[CH:10][CH:11]=[CH:12][CH:13]=1)[C:2]1[CH:7]=[CH:6][CH:5]=[CH:4][CH:3]=1. The catalyst class is: 8. (7) Reactant: [N:1]1([C:15]([O:17][CH2:18][C:19]2[CH:20]=[N:21][CH:22]=[CH:23][CH:24]=2)=[O:16])[C:10]2[C:5](=[CH:6][C:7]([C:11]([O:13]C)=[O:12])=[CH:8][CH:9]=2)[CH2:4][CH2:3][CH2:2]1. Product: [N:21]1[CH:22]=[CH:23][CH:24]=[C:19]([CH2:18][O:17][C:15]([N:1]2[C:10]3[C:5](=[CH:6][C:7]([C:11]([OH:13])=[O:12])=[CH:8][CH:9]=3)[CH2:4][CH2:3][CH2:2]2)=[O:16])[CH:20]=1. The catalyst class is: 33. (8) Reactant: [Cl:1][C:2]1[CH:10]=[CH:9][CH:8]=[C:7]2[C:3]=1[CH2:4][CH2:5][NH:6]2.[O:11]=[CH:12][C@@H:13]([C@H:15]([C@@H:17]([C@@H:19]([CH2:21][OH:22])[OH:20])[OH:18])[OH:16])O.O. Product: [Cl:1][C:2]1[CH:10]=[CH:9][CH:8]=[C:7]2[C:3]=1[CH2:4][CH2:5][N:6]2[C@@H:21]1[O:22][C@H:13]([CH2:12][OH:11])[C@@H:15]([OH:16])[C@H:17]([OH:18])[C@H:19]1[OH:20]. The catalyst class is: 8. (9) Reactant: C[O:2][C:3]1[CH:20]=[C:19]([C:21]([OH:23])=O)[CH:18]=[C:17]2[C:4]=1[C@H:5]1[C@H:14]([CH2:15][S:16]2(=[O:25])=[O:24])[C@:13]2([CH3:26])[C@H:8]([C:9]([CH3:28])([CH3:27])[CH2:10][CH2:11][CH2:12]2)[CH2:7][CH2:6]1.[CH3:29]N(C(ON1N=NC2C=CC=NC1=2)=[N+](C)C)C.F[P-](F)(F)(F)(F)F.CN1CCOCC1.[NH:60]1[CH2:65][CH2:64][O:63][CH2:62][CH2:61]1. Product: [OH:2][C:3]1[CH:20]=[C:19]([C:21]([N:60]2[CH2:65][CH2:64][O:63][CH2:62][CH2:61]2)=[O:23])[CH:18]=[C:17]2[C:4]=1[C@@:5]1([CH3:29])[C@H:14]([CH2:15][S:16]2(=[O:24])=[O:25])[C@:13]2([CH3:26])[C@H:8]([C:9]([CH3:28])([CH3:27])[CH2:10][CH2:11][CH2:12]2)[CH2:7][CH2:6]1. The catalyst class is: 118.